This data is from Forward reaction prediction with 1.9M reactions from USPTO patents (1976-2016). The task is: Predict the product of the given reaction. Given the reactants [NH2:1][CH2:2][CH2:3][CH2:4][CH2:5][S:6]([N:9]([C:11]1[N:20]=[C:19]([C:21]([O:23][CH3:24])=[O:22])[C:18]([O:25][S:26]([C:29]2[CH:35]=[CH:34][C:32]([CH3:33])=[CH:31][CH:30]=2)(=[O:28])=[O:27])=[C:17]2[C:12]=1[CH:13]=[CH:14][CH:15]=[N:16]2)[CH3:10])(=[O:8])=[O:7].CCN(C(C)C)C(C)C.CN(C(ON1N=NC2C=CC=CC1=2)=[N+](C)C)C.F[P-](F)(F)(F)(F)F.[C:69]([O:73][C:74]([NH:76][CH2:77][C:78]1[CH:86]=[CH:85][C:84]([F:87])=[CH:83][C:79]=1[C:80](O)=[O:81])=[O:75])([CH3:72])([CH3:71])[CH3:70], predict the reaction product. The product is: [C:69]([O:73][C:74]([NH:76][CH2:77][C:78]1[CH:86]=[CH:85][C:84]([F:87])=[CH:83][C:79]=1[C:80]([NH:1][CH2:2][CH2:3][CH2:4][CH2:5][S:6]([N:9]([C:11]1[N:20]=[C:19]([C:21]([O:23][CH3:24])=[O:22])[C:18]([O:25][S:26]([C:29]2[CH:35]=[CH:34][C:32]([CH3:33])=[CH:31][CH:30]=2)(=[O:27])=[O:28])=[C:17]2[C:12]=1[CH:13]=[CH:14][CH:15]=[N:16]2)[CH3:10])(=[O:8])=[O:7])=[O:81])=[O:75])([CH3:72])([CH3:70])[CH3:71].